Dataset: Forward reaction prediction with 1.9M reactions from USPTO patents (1976-2016). Task: Predict the product of the given reaction. Given the reactants [Cl:1][C:2]1[CH:3]=[C:4](B(O)O)[CH:5]=[N:6][CH:7]=1.FC(F)(F)S(O[C:17]1[C@@:21]2([CH3:42])[CH2:22][CH2:23][C@H:24]3[C@H:33]([C@@H:20]2[CH2:19][CH:18]=1)[CH2:32][CH:31]=[C:30]1[C@:25]3([CH3:41])[CH2:26][CH2:27][C:28](=[O:40])[N:29]1[CH2:34][C:35]([N:37]([CH3:39])[CH3:38])=[O:36])(=O)=O.O, predict the reaction product. The product is: [Cl:1][C:2]1[CH:3]=[C:4]([C:17]2[C@@:21]3([CH3:42])[CH2:22][CH2:23][C@H:24]4[C@H:33]([C@@H:20]3[CH2:19][CH:18]=2)[CH2:32][CH:31]=[C:30]2[C@:25]4([CH3:41])[CH2:26][CH2:27][C:28](=[O:40])[N:29]2[CH2:34][C:35]([N:37]([CH3:38])[CH3:39])=[O:36])[CH:5]=[N:6][CH:7]=1.